Dataset: Reaction yield outcomes from USPTO patents with 853,638 reactions. Task: Predict the reaction yield, written as a fraction of the theoretical maximum amount of product (1.0 means a 100% yield; for example, 0.34 means a 34% yield). (1) The reactants are Cl[C:2]1[CH:11]=[CH:10][C:9]2[C:4](=[CH:5][C:6]([C:13]3[CH:18]=[CH:17][C:16]([O:19][CH3:20])=[CH:15][CH:14]=3)=[N:7][C:8]=2[Cl:12])[N:3]=1.C(=O)(O)[O-:22].[Na+]. No catalyst specified. The product is [Cl:12][C:8]1[N:7]=[C:6]([C:13]2[CH:18]=[CH:17][C:16]([O:19][CH3:20])=[CH:15][CH:14]=2)[CH:5]=[C:4]2[C:9]=1[CH:10]=[CH:11][C:2](=[O:22])[NH:3]2. The yield is 0.320. (2) The reactants are [CH3:1][O:2][C:3]1[C:4]([NH:14][C:15](=[O:19])OCC)=[N:5][C:6]2[C:11]([N:12]=1)=[CH:10][C:9]([CH3:13])=[CH:8][CH:7]=2.[N:20]1[CH:25]=[CH:24][CH:23]=[CH:22][C:21]=1[N:26]1[CH2:31][CH2:30][NH:29][CH2:28][CH2:27]1. No catalyst specified. The product is [CH3:1][O:2][C:3]1[C:4]([NH:14][C:15]([N:29]2[CH2:30][CH2:31][N:26]([C:21]3[CH:22]=[CH:23][CH:24]=[CH:25][N:20]=3)[CH2:27][CH2:28]2)=[O:19])=[N:5][C:6]2[C:11]([N:12]=1)=[CH:10][C:9]([CH3:13])=[CH:8][CH:7]=2. The yield is 0.880. (3) The reactants are C[O:2][C:3](=[O:42])[CH2:4][C@H:5]1[CH2:10][CH2:9][C@H:8]([C:11]2[CH:16]=[CH:15][C:14]([NH:17][C:18](=[O:41])[CH2:19][CH2:20][NH:21][C:22]([C:24]3[N:25]=[C:26]([C:33]4[C:38]([Cl:39])=[CH:37][CH:36]=[CH:35][C:34]=4[Cl:40])[O:27][C:28]=3[C:29]([F:32])([F:31])[F:30])=[O:23])=[CH:13][CH:12]=2)[CH2:7][CH2:6]1.[OH-].[Na+]. The catalyst is C1COCC1.O. The product is [Cl:39][C:38]1[CH:37]=[CH:36][CH:35]=[C:34]([Cl:40])[C:33]=1[C:26]1[O:27][C:28]([C:29]([F:32])([F:30])[F:31])=[C:24]([C:22]([NH:21][CH2:20][CH2:19][C:18]([NH:17][C:14]2[CH:15]=[CH:16][C:11]([C@H:8]3[CH2:7][CH2:6][C@H:5]([CH2:4][C:3]([OH:42])=[O:2])[CH2:10][CH2:9]3)=[CH:12][CH:13]=2)=[O:41])=[O:23])[N:25]=1. The yield is 0.970. (4) The reactants are [CH2:1]([O:3][C:4]1[CH:5]=[C:6]([CH:12]([NH2:18])[CH2:13][S:14]([CH3:17])(=[O:16])=[O:15])[CH:7]=[CH:8][C:9]=1[O:10][CH3:11])[CH3:2].[C:19]([NH:22][C@H:23]([C:28]([OH:30])=[O:29])[CH2:24][CH:25]([CH3:27])[CH3:26])(=[O:21])[CH3:20]. The catalyst is CO. The product is [C:19]([NH:22][C@H:23]([C:28]([OH:30])=[O:29])[CH2:24][CH:25]([CH3:26])[CH3:27])(=[O:21])[CH3:20].[CH2:1]([O:3][C:4]1[CH:5]=[C:6]([C@H:12]([NH2:18])[CH2:13][S:14]([CH3:17])(=[O:16])=[O:15])[CH:7]=[CH:8][C:9]=1[O:10][CH3:11])[CH3:2]. The yield is 0.900. (5) The reactants are [CH3:1][O:2][C:3]1[CH:4]=[C:5]([NH2:15])[CH:6]=[CH:7][C:8]=1[N:9]1[CH:13]=[C:12]([CH3:14])[N:11]=[CH:10]1.C(N(CC)CC)C.[N:23]1[C:30]([Cl:31])=[N:29][C:27](Cl)=[N:26][C:24]=1[Cl:25]. The catalyst is CO. The product is [Cl:25][C:24]1[N:23]=[C:30]([Cl:31])[N:29]=[C:27]([NH:15][C:5]2[CH:6]=[CH:7][C:8]([N:9]3[CH:13]=[C:12]([CH3:14])[N:11]=[CH:10]3)=[C:3]([O:2][CH3:1])[CH:4]=2)[N:26]=1. The yield is 0.650. (6) The yield is 0.670. The reactants are [Br:1][C:2]1[CH:3]=[C:4]([C:9]([F:12])([F:11])[F:10])[C:5]([OH:8])=[N:6][CH:7]=1.C(=O)([O-])[O-].[K+].[K+].I[CH2:20][CH3:21]. The product is [Br:1][C:2]1[CH:3]=[C:4]([C:9]([F:12])([F:10])[F:11])[C:5](=[O:8])[N:6]([CH2:20][CH3:21])[CH:7]=1. The catalyst is CN(C=O)C. (7) The reactants are [Br:1][C:2]1[CH:3]=[C:4]([CH2:13][C@@H:14]([CH2:18][C:19]([OH:21])=[O:20])[C:15]([OH:17])=[O:16])[C:5]([CH2:11]O)=[C:6]2[C:10]=1[NH:9][N:8]=[CH:7]2.O.C1(C)C=CC(S(O)(=O)=O)=CC=1. The catalyst is C1(C)C=CC=CC=1. The product is [Br:1][C:2]1[C:10]2[NH:9][N:8]=[CH:7][C:6]=2[C:5]2[CH2:11][O:16][C:15](=[O:17])[C@H:14]([CH2:18][C:19]([OH:21])=[O:20])[CH2:13][C:4]=2[CH:3]=1. The yield is 0.990. (8) The reactants are Cl[CH2:2][CH2:3][CH2:4][N:5]1[C:10]2[CH:11]=[CH:12][C:13]([F:16])=[C:14]([F:15])[C:9]=2[O:8][CH2:7][C:6]1=[O:17].C([O-])([O-])=O.[K+].[K+].[Na+].[I-].[CH2:26]([CH:30]1[CH2:35][CH2:34][NH:33][CH2:32][CH2:31]1)[CH2:27][CH2:28][CH3:29]. The catalyst is CCCCCCC.CCOC(C)=O. The product is [CH2:26]([CH:30]1[CH2:35][CH2:34][N:33]([CH2:2][CH2:3][CH2:4][N:5]2[C:10]3[CH:11]=[CH:12][C:13]([F:16])=[C:14]([F:15])[C:9]=3[O:8][CH2:7][C:6]2=[O:17])[CH2:32][CH2:31]1)[CH2:27][CH2:28][CH3:29]. The yield is 0.650. (9) The reactants are [F:1][C:2]1[CH:3]=[N:4][N:5]([CH3:15])[C:6]=1[C:7]1[CH:8]=[C:9]([C:12]([OH:14])=O)[S:10][CH:11]=1.[NH2:16][C@@H:17]([CH2:30][C:31]1[CH:36]=[CH:35][CH:34]=[CH:33][C:32]=1[C:37]([F:40])([F:39])[F:38])[CH2:18][N:19]1[C:27](=[O:28])[C:26]2[C:21](=[CH:22][CH:23]=[CH:24][CH:25]=2)[C:20]1=[O:29].C(N(C(C)C)CC)(C)C.C1CN([P+](Br)(N2CCCC2)N2CCCC2)CC1.F[P-](F)(F)(F)(F)F. The catalyst is C(Cl)Cl. The product is [O:28]=[C:27]1[C:26]2[C:21](=[CH:22][CH:23]=[CH:24][CH:25]=2)[C:20](=[O:29])[N:19]1[CH2:18][C@@H:17]([NH:16][C:12]([C:9]1[S:10][CH:11]=[C:7]([C:6]2[N:5]([CH3:15])[N:4]=[CH:3][C:2]=2[F:1])[CH:8]=1)=[O:14])[CH2:30][C:31]1[CH:36]=[CH:35][CH:34]=[CH:33][C:32]=1[C:37]([F:39])([F:38])[F:40]. The yield is 0.650. (10) The reactants are Cl.[Cl:2][C:3]1[CH:4]=[C:5]2[C:13](=[C:14]([NH:16][C:17]([C@@H:19]3[CH2:24][O:23][C:22]([CH3:26])([CH3:25])[CH2:21][N:20]3[CH2:27][C@@H:28]([NH2:30])[CH3:29])=[O:18])[CH:15]=1)[NH:12][C:11]1[CH:10]=[N:9][CH:8]=[CH:7][C:6]2=1.C(Cl)Cl.Cl[C:35]([O:37][CH3:38])=[O:36].O. The catalyst is N1C=CC=CC=1. The product is [CH3:38][O:37][C:35](=[O:36])[NH:30][C@@H:28]([CH3:29])[CH2:27][N:20]1[C@H:19]([C:17](=[O:18])[NH:16][C:14]2[CH:15]=[C:3]([Cl:2])[CH:4]=[C:5]3[C:13]=2[NH:12][C:11]2[CH:10]=[N:9][CH:8]=[CH:7][C:6]3=2)[CH2:24][O:23][C:22]([CH3:25])([CH3:26])[CH2:21]1. The yield is 0.770.